This data is from Forward reaction prediction with 1.9M reactions from USPTO patents (1976-2016). The task is: Predict the product of the given reaction. (1) Given the reactants [F:1][C:2]1[CH:10]=[C:9]2[C:5]([CH2:6][O:7][C:8]2=[O:11])=[C:4]([CH2:12][N:13]2[C:21](=[O:22])[C:20]3[C:15](=[CH:16][CH:17]=[CH:18][CH:19]=3)[C:14]2=[O:23])[CH:3]=1.[CH3:24][N:25]1[C:29]([CH:30]=O)=[N:28][CH:27]=[N:26]1.CCN(CC)CC.C(OC(=O)C)(=O)C, predict the reaction product. The product is: [F:1][C:2]1[CH:10]=[C:9]2[C:5](/[C:6](=[CH:30]/[C:29]3[N:25]([CH3:24])[N:26]=[CH:27][N:28]=3)/[O:7][C:8]2=[O:11])=[C:4]([CH2:12][N:13]2[C:21](=[O:22])[C:20]3[C:15](=[CH:16][CH:17]=[CH:18][CH:19]=3)[C:14]2=[O:23])[CH:3]=1. (2) Given the reactants [CH3:1][C:2]1[CH:6]=[C:5]([C:7](OCC)=[O:8])[N:4]([CH:12]([CH3:14])[CH3:13])[N:3]=1.[Li+].[BH4-], predict the reaction product. The product is: [CH3:1][C:2]1[CH:6]=[C:5]([CH2:7][OH:8])[N:4]([CH:12]([CH3:14])[CH3:13])[N:3]=1. (3) Given the reactants [CH2:1]([O:3][C:4]([C:6]1[CH:7]=[C:8]2[C:13](=[CH:14][CH:15]=1)[NH:12][CH:11]([C:16]1[CH:21]=[CH:20][C:19]([F:22])=[C:18]([Br:23])[CH:17]=1)[C:10]([CH3:25])([CH3:24])[CH:9]2O)=[O:5])[CH3:2].C([SiH](CC)CC)C.FC(F)(F)C(O)=O, predict the reaction product. The product is: [CH2:1]([O:3][C:4]([C:6]1[CH:7]=[C:8]2[C:13](=[CH:14][CH:15]=1)[NH:12][CH:11]([C:16]1[CH:21]=[CH:20][C:19]([F:22])=[C:18]([Br:23])[CH:17]=1)[C:10]([CH3:24])([CH3:25])[CH2:9]2)=[O:5])[CH3:2]. (4) Given the reactants Cl[C:2]1[CH:11]=[CH:10][N:9]=[C:8]2[C:3]=1[CH:4]=[CH:5][C:6]([C:12]1[CH:17]=[CH:16][CH:15]=[CH:14][C:13]=1[F:18])=[N:7]2.Cl[C:20]1[CH:29]=[CH:28][C:27]2C(=[N:23][CH:24]=[CH:25][C:26]=2Cl)N=1.[F:31][C:32]1[CH:37]=[CH:36][CH:35]=[CH:34][C:33]=1B(O)O.C(=O)([O-])[O-].[Na+].[Na+], predict the reaction product. The product is: [F:31][C:32]1[CH:37]=[CH:36][C:35]([C:2]2[C:3]3[C:8](=[N:7][C:6]([C:12]4[CH:17]=[CH:16][CH:15]=[CH:14][C:13]=4[F:18])=[CH:5][CH:4]=3)[N:9]=[CH:10][CH:11]=2)=[CH:34][C:33]=1[C:20]1[C:25]([C:24]#[N:23])=[CH:26][CH:27]=[CH:28][CH:29]=1. (5) Given the reactants [CH:1]([NH2:4])([CH3:3])[CH3:2].[Cl:5][C:6]1[CH:33]=[CH:32][C:31]([N:34]2[CH:38]=[CH:37][CH:36]=[CH:35]2)=[CH:30][C:7]=1[C:8]([NH:10][C:11](=[O:29])[NH:12][C:13]1[S:14][C:15]2[CH:21]=[C:20]([S:22]([CH2:25][CH2:26][CH2:27]I)(=[O:24])=[O:23])[CH:19]=[CH:18][C:16]=2[N:17]=1)=[O:9], predict the reaction product. The product is: [Cl:5][C:6]1[CH:33]=[CH:32][C:31]([N:34]2[CH:38]=[CH:37][CH:36]=[CH:35]2)=[CH:30][C:7]=1[C:8]([NH:10][C:11](=[O:29])[NH:12][C:13]1[S:14][C:15]2[CH:21]=[C:20]([S:22]([CH2:25][CH2:26][CH2:27][NH:4][CH:1]([CH3:3])[CH3:2])(=[O:24])=[O:23])[CH:19]=[CH:18][C:16]=2[N:17]=1)=[O:9]. (6) Given the reactants C([N:4]1[C:12]2[C:7](=[CH:8][C:9]([O:16][CH3:17])=[C:10]([N+:13]([O-:15])=[O:14])[CH:11]=2)[CH2:6][C@@H:5]1[CH3:18])(=O)C.[ClH:19].O1CCOCC1, predict the reaction product. The product is: [ClH:19].[CH3:18][C@H:5]1[CH2:6][C:7]2[C:12](=[CH:11][C:10]([N+:13]([O-:15])=[O:14])=[C:9]([O:16][CH3:17])[CH:8]=2)[NH:4]1.